Dataset: Peptide-MHC class II binding affinity with 134,281 pairs from IEDB. Task: Regression. Given a peptide amino acid sequence and an MHC pseudo amino acid sequence, predict their binding affinity value. This is MHC class II binding data. (1) The peptide sequence is AITAMSEAQKAAKPA. The MHC is DRB3_0101 with pseudo-sequence DRB3_0101. The binding affinity (normalized) is 0. (2) The peptide sequence is NYLALLVKYVNGDGD. The MHC is DRB4_0101 with pseudo-sequence DRB4_0103. The binding affinity (normalized) is 0.0550. (3) The binding affinity (normalized) is 0.186. The MHC is HLA-DPA10103-DPB10201 with pseudo-sequence HLA-DPA10103-DPB10201. The peptide sequence is ATPEAKYDAYVATLS. (4) The peptide sequence is RAKDPPAGTRKIMKV. The MHC is DRB1_1101 with pseudo-sequence DRB1_1101. The binding affinity (normalized) is 0. (5) The peptide sequence is SVLLVVVLFAVFLGS. The MHC is DRB1_1201 with pseudo-sequence DRB1_1201. The binding affinity (normalized) is 0.0650. (6) The peptide sequence is YGIFQSTFLGASQRG. The MHC is DRB1_0301 with pseudo-sequence DRB1_0301. The binding affinity (normalized) is 0.397. (7) The peptide sequence is IIPDGYKLIDNSLIL. The MHC is DRB5_0101 with pseudo-sequence DRB5_0101. The binding affinity (normalized) is 0.580. (8) The peptide sequence is VNALNSPLHQEYEENLGDSI. The MHC is DRB1_0701 with pseudo-sequence DRB1_0701. The binding affinity (normalized) is 0. (9) The peptide sequence is TFHVEKGSNPNYLALLVKYVNGDGD. The MHC is HLA-DQA10501-DQB10301 with pseudo-sequence HLA-DQA10501-DQB10301. The binding affinity (normalized) is 0.581. (10) The peptide sequence is AYESYKFIPALEAAVKQAYAATVAAA. The binding affinity (normalized) is 0.567. The MHC is DRB3_0202 with pseudo-sequence DRB3_0202.